Dataset: Forward reaction prediction with 1.9M reactions from USPTO patents (1976-2016). Task: Predict the product of the given reaction. (1) Given the reactants [NH2:1][C@@H:2]([CH2:8][CH2:9][C:10](=[O:27])[N:11]1[CH2:26][CH2:25][C:14]2([CH2:18][N:17]([C:19]3[CH:24]=[CH:23][N:22]=[CH:21][CH:20]=3)[CH2:16][CH2:15]2)[CH2:13][CH2:12]1)[C:3]([O:5][CH2:6][CH3:7])=[O:4].[CH3:28][C:29]1[C:33]([S:34](Cl)(=[O:36])=[O:35])=[C:32]([CH3:38])[O:31][N:30]=1.CCN(C(C)C)C(C)C, predict the reaction product. The product is: [CH3:28][C:29]1[C:33]([S:34]([NH:1][C@@H:2]([CH2:8][CH2:9][C:10](=[O:27])[N:11]2[CH2:12][CH2:13][C:14]3([CH2:18][N:17]([C:19]4[CH:24]=[CH:23][N:22]=[CH:21][CH:20]=4)[CH2:16][CH2:15]3)[CH2:25][CH2:26]2)[C:3]([O:5][CH2:6][CH3:7])=[O:4])(=[O:36])=[O:35])=[C:32]([CH3:38])[O:31][N:30]=1. (2) Given the reactants [Cl:1][C:2]1[CH:23]=[CH:22][C:5]([CH2:6][NH:7][C:8]([C:10]2[C:15](=[O:16])[C:14]3[CH:17]=[C:18](I)[CH:19]=[CH:20][C:13]=3[O:12][N:11]=2)=[O:9])=[CH:4][CH:3]=1.C(N(CC)CC)C.[CH2:31]([OH:34])[C:32]#[CH:33], predict the reaction product. The product is: [Cl:1][C:2]1[CH:23]=[CH:22][C:5]([CH2:6][NH:7][C:8]([C:10]2[C:15](=[O:16])[C:14]3[CH:17]=[C:18]([C:33]#[C:32][CH2:31][OH:34])[CH:19]=[CH:20][C:13]=3[O:12][N:11]=2)=[O:9])=[CH:4][CH:3]=1. (3) Given the reactants CO[C:3](=[O:11])[C:4]1[CH:9]=[CH:8][C:7]([Cl:10])=[CH:6][CH:5]=1.[CH3:12][N:13]([CH3:18])[S:14]([CH3:17])(=[O:16])=[O:15].[H-].[Na+], predict the reaction product. The product is: [CH3:12][N:13]([CH3:18])[S:14]([CH2:17][C:3]([C:4]1[CH:5]=[CH:6][C:7]([Cl:10])=[CH:8][CH:9]=1)=[O:11])(=[O:16])=[O:15]. (4) Given the reactants [BH4-].[Na+].[Li+].[Cl-].C[O:6][C:7]([CH:9]1[CH2:13][O:12][C:11]([CH3:15])([CH3:14])[N:10]1[C:16]([O:18][C:19]([CH3:22])([CH3:21])[CH3:20])=[O:17])=O, predict the reaction product. The product is: [C:19]([O:18][C:16]([N:10]1[CH:9]([CH2:7][OH:6])[CH2:13][O:12][C:11]1([CH3:15])[CH3:14])=[O:17])([CH3:22])([CH3:21])[CH3:20]. (5) Given the reactants [C:1]([O:5][C:6](=[O:25])[N:7]([CH2:9][C:10]1[CH:14]=[C:13](Br)[N:12]([S:16]([C:19]2[CH:20]=[N:21][CH:22]=[CH:23][CH:24]=2)(=[O:18])=[O:17])[CH:11]=1)[CH3:8])([CH3:4])([CH3:3])[CH3:2].[Cl:26][C:27]1[N:32]=[CH:31][C:30](B(O)O)=[CH:29][CH:28]=1.C(=O)([O-])O.[Na+].CO[CH2:43][CH2:44]OC, predict the reaction product. The product is: [C:1]([O:5][C:6](=[O:25])[N:7]([CH2:9][C:10]1[CH:14]=[C:13]([C:10]2[CH:11]=[CH:43][C:44]([C:30]3[CH:31]=[N:32][C:27]([Cl:26])=[CH:28][CH:29]=3)=[N:7][CH:9]=2)[N:12]([S:16]([C:19]2[CH:20]=[N:21][CH:22]=[CH:23][CH:24]=2)(=[O:18])=[O:17])[CH:11]=1)[CH3:8])([CH3:4])([CH3:3])[CH3:2]. (6) Given the reactants [CH2:1]([C:5]1[CH:6]=[C:7]([C:11]([OH:13])=O)[S:8][C:9]=1[CH3:10])[CH:2]([CH3:4])[CH3:3].CCN(C(C)C)C(C)C.CN(C(ON1N=NC2C=CC=CC1=2)=[N+](C)C)C.[B-](F)(F)(F)F.[CH2:45]([C:47]1[CH:52]=[C:51]([C:53](=[NH:56])[NH:54]O)[CH:50]=[C:49]([CH3:57])[C:48]=1[CH2:58][CH2:59][C:60]([OH:62])=[O:61])[CH3:46], predict the reaction product. The product is: [CH2:45]([C:47]1[CH:52]=[C:51]([C:53]2[N:54]=[C:11]([C:7]3[S:8][C:9]([CH3:10])=[C:5]([CH2:1][CH:2]([CH3:3])[CH3:4])[CH:6]=3)[O:13][N:56]=2)[CH:50]=[C:49]([CH3:57])[C:48]=1[CH2:58][CH2:59][C:60]([OH:62])=[O:61])[CH3:46]. (7) Given the reactants [N+:1]([C:4]1[CH:5]=[C:6](O)[CH:7]=[CH:8][CH:9]=1)([O-:3])=[O:2].[Na+].[I-], predict the reaction product. The product is: [N+:1]([C:4]1[CH:5]=[CH:6][CH:7]=[CH:8][CH:9]=1)([O-:3])=[O:2]. (8) Given the reactants [Br:1][C:2]1[CH:7]=[CH:6][C:5]([C@:8]2([C:28]([F:31])([F:30])[F:29])[C:18]#[C:17][CH2:16][S:15][CH2:14][C@@H:13]([CH:19]([OH:21])[CH3:20])[NH:12][C:11](=[O:22])[C@H:10]([CH2:23][C:24]([F:27])([CH3:26])[CH3:25])[NH:9]2)=[CH:4][CH:3]=1.CC(OI1(OC(C)=O)(OC(C)=O)OC(=O)C2C=CC=CC1=2)=O, predict the reaction product. The product is: [C:19]([C@H:13]1[NH:12][C:11](=[O:22])[C@H:10]([CH2:23][C:24]([F:27])([CH3:26])[CH3:25])[NH:9][C@@:8]([C:5]2[CH:6]=[CH:7][C:2]([Br:1])=[CH:3][CH:4]=2)([C:28]([F:30])([F:29])[F:31])[C:18]#[C:17][CH2:16][S:15][CH2:14]1)(=[O:21])[CH3:20]. (9) The product is: [C:1]([O:5][C:6]([N:8]1[C@@H:13]([C@@H:14]([OH:46])[C@@H:15]([NH2:31])[CH2:16][C:17]2[CH:22]=[CH:21][CH:20]=[C:19]([OH:23])[CH:18]=2)[CH2:12][O:11][C@@H:10]([O:54][CH2:55][C:56]([CH3:59])([CH3:58])[CH3:57])[C@@H:9]1[CH3:60])=[O:7])([CH3:2])([CH3:4])[CH3:3]. Given the reactants [C:1]([O:5][C:6]([N:8]1[C@@H:13]([C@@H:14]([O:46]CC2C=CC=CC=2)[C@H:15]([N:31](CC2C=CC=CC=2)CC2C=CC=CC=2)[CH2:16][C:17]2[CH:22]=[CH:21][CH:20]=[C:19]([O:23]CC3C=CC=CC=3)[CH:18]=2)[CH2:12][O:11][C@@H:10]([O:54][CH2:55][C:56]([CH3:59])([CH3:58])[CH3:57])[C@@H:9]1[CH3:60])=[O:7])([CH3:4])([CH3:3])[CH3:2].[H][H], predict the reaction product. (10) Given the reactants [N:1]1[CH:6]=[CH:5][CH:4]=[CH:3][C:2]=1[C:7]1[N:8]=[C:9]([NH2:12])[S:10][CH:11]=1.Cl[C:14]([O:16][C:17]1[CH:22]=[CH:21][CH:20]=[CH:19][CH:18]=1)=[O:15], predict the reaction product. The product is: [N:1]1[CH:6]=[CH:5][CH:4]=[CH:3][C:2]=1[C:7]1[N:8]=[C:9]([NH:12][C:14](=[O:15])[O:16][C:17]2[CH:22]=[CH:21][CH:20]=[CH:19][CH:18]=2)[S:10][CH:11]=1.